Dataset: Reaction yield outcomes from USPTO patents with 853,638 reactions. Task: Predict the reaction yield, written as a fraction of the theoretical maximum amount of product (1.0 means a 100% yield; for example, 0.34 means a 34% yield). (1) The reactants are Cl.[Br:2][C:3]1[CH:4]=[C:5]([NH:9][NH2:10])[CH:6]=[CH:7][CH:8]=1.[C:11](/[CH:13]=[C:14](\[O-])/[C:15]([O:17][CH2:18][CH3:19])=[O:16])#[N:12].[K+]. The catalyst is C(O)C. The product is [NH2:12][C:11]1[N:9]([C:5]2[CH:6]=[CH:7][CH:8]=[C:3]([Br:2])[CH:4]=2)[N:10]=[C:14]([C:15]([O:17][CH2:18][CH3:19])=[O:16])[CH:13]=1. The yield is 0.770. (2) The reactants are [F:1][C:2]([F:13])([F:12])[O:3][C:4]1[CH:5]=[C:6]([CH:9]=[CH:10][CH:11]=1)[CH2:7][NH2:8].F[C:15]1[CH:23]=[N:22][CH:21]=[CH:20][C:16]=1[C:17]([OH:19])=[O:18]. No catalyst specified. The product is [F:1][C:2]([F:12])([F:13])[O:3][C:4]1[CH:5]=[C:6]([CH:9]=[CH:10][CH:11]=1)[CH2:7][NH:8][C:20]1[CH:21]=[N:22][CH:23]=[CH:15][C:16]=1[C:17]([OH:19])=[O:18]. The yield is 0.0400. (3) The reactants are [C:1]([OH:7])([C:3]([F:6])([F:5])[F:4])=[O:2].C(OC(=O)[NH:14][C@H:15]([CH:43]([CH3:45])[CH3:44])[C:16]([NH:18][NH:19][C:20](=[O:42])/[CH:21]=[CH:22]\[N:23]1[CH:27]=[N:26][C:25]([C:28]2[CH:33]=[C:32]([C:34]([F:37])([F:36])[F:35])[CH:31]=[C:30]([C:38]([F:41])([F:40])[F:39])[CH:29]=2)=[N:24]1)=[O:17])(C)(C)C. The catalyst is ClCCl. The product is [F:4][C:3]([F:6])([F:5])[C:1]([OH:7])=[O:2].[NH2:14][C@H:15]([CH:43]([CH3:45])[CH3:44])[C:16]([NH:18][NH:19][C:20](=[O:42])/[CH:21]=[CH:22]\[N:23]1[CH:27]=[N:26][C:25]([C:28]2[CH:29]=[C:30]([C:38]([F:40])([F:41])[F:39])[CH:31]=[C:32]([C:34]([F:36])([F:35])[F:37])[CH:33]=2)=[N:24]1)=[O:17]. The yield is 0.350. (4) The catalyst is CN(C=O)C. The product is [C:1]([C:3]1[CH:4]=[C:5]([C:10]2[O:14][N:13]=[C:12]([C:15]3[CH:32]=[CH:31][C:18]4[CH2:19][CH2:20][N:21]([C:24]([O:26][C:27]([CH3:28])([CH3:29])[CH3:30])=[O:25])[CH2:22][CH2:23][C:17]=4[CH:16]=3)[N:11]=2)[CH:6]=[CH:7][C:8]=1[O:9][CH2:45][C:46]([F:49])([F:48])[F:47])#[N:2]. The reactants are [C:1]([C:3]1[CH:4]=[C:5]([C:10]2[O:14][N:13]=[C:12]([C:15]3[CH:32]=[CH:31][C:18]4[CH2:19][CH2:20][N:21]([C:24]([O:26][C:27]([CH3:30])([CH3:29])[CH3:28])=[O:25])[CH2:22][CH2:23][C:17]=4[CH:16]=3)[N:11]=2)[CH:6]=[CH:7][C:8]=1[OH:9])#[N:2].C(=O)([O-])[O-].[K+].[K+].FC(F)(F)S(O[CH2:45][C:46]([F:49])([F:48])[F:47])(=O)=O. The yield is 0.840. (5) The reactants are [Br:1][C:2]1[N:7]=[C:6](Br)[CH:5]=[CH:4][N:3]=1.[O:9]1[CH2:14][CH2:13][CH:12]([N:15]2[CH2:20][CH2:19][NH:18][CH2:17][CH2:16]2)[CH2:11][CH2:10]1.Cl.CCN(C(C)C)C(C)C. The catalyst is C(O)C.CN(C1C=CN=CC=1)C. The product is [Br:1][C:2]1[N:7]=[C:6]([N:18]2[CH2:17][CH2:16][N:15]([CH:12]3[CH2:13][CH2:14][O:9][CH2:10][CH2:11]3)[CH2:20][CH2:19]2)[CH:5]=[CH:4][N:3]=1. The yield is 0.619. (6) The yield is 0.660. The reactants are [CH3:1][O:2][C:3]([C:5]1[CH:6]=[N:7][C:8]([C:11]2[O:19][C:14]3=[CH:15][N:16]=[CH:17][CH:18]=[C:13]3[C:12]=2[NH:20][C:21]2[CH:30]=[CH:29][C:28]3[C:23](=[CH:24][CH:25]=[CH:26][C:27]=3[O:31]COCC3C=CC=CC=3)[CH:22]=2)=[N:9][CH:10]=1)=[O:4].Cl. The catalyst is CO. The product is [OH:31][C:27]1[CH:26]=[CH:25][CH:24]=[C:23]2[C:28]=1[CH:29]=[CH:30][C:21]([NH:20][C:12]1[C:13]3[C:14](=[CH:15][N:16]=[CH:17][CH:18]=3)[O:19][C:11]=1[C:8]1[N:9]=[CH:10][C:5]([C:3]([O:2][CH3:1])=[O:4])=[CH:6][N:7]=1)=[CH:22]2. (7) The reactants are [O:1]1[C:5]2([CH2:10][CH2:9][N:8]([S:11]([C:14]3[CH:19]=[CH:18][C:17]([CH2:20][NH2:21])=[CH:16][CH:15]=3)(=[O:13])=[O:12])[CH2:7][CH2:6]2)[O:4][CH2:3][CH2:2]1.N1C=CC=CC=1.[Cl:28][C:29]1[CH:37]=[CH:36][C:32]([C:33](Cl)=[O:34])=[CH:31][CH:30]=1.CN(C1C=CC=CN=1)C.C(Cl)(=O)C1C=CC=CC=1. The catalyst is C(Cl)Cl. The product is [Cl:28][C:29]1[CH:37]=[CH:36][C:32]([C:33]([NH:21][CH2:20][C:17]2[CH:18]=[CH:19][C:14]([S:11]([N:8]3[CH2:7][CH2:6][C:5]4([O:4][CH2:3][CH2:2][O:1]4)[CH2:10][CH2:9]3)(=[O:13])=[O:12])=[CH:15][CH:16]=2)=[O:34])=[CH:31][CH:30]=1. The yield is 0.590. (8) The reactants are Cl.CC1C=CC(S(OC[C@@H]2O[C:18]3[C:20]([CH3:25])=[C:21]([NH2:24])[CH:22]=[CH:23][C:17]=3OC2)(=O)=O)=CC=1.[C:26]([O-:29])(=O)[CH3:27].[K+].C(OC(=O)C)(=O)C.[N:38](OCCC(C)C)=O. The catalyst is C1C=CC=CC=1. The product is [C:26]([C:25]1[C:20]2[C:21](=[CH:22][CH:23]=[CH:17][CH:18]=2)[NH:24][N:38]=1)(=[O:29])[CH3:27]. The yield is 0.820.